Dataset: Peptide-MHC class II binding affinity with 134,281 pairs from IEDB. Task: Regression. Given a peptide amino acid sequence and an MHC pseudo amino acid sequence, predict their binding affinity value. This is MHC class II binding data. (1) The peptide sequence is AGMIIMLIPTVMAFH. The MHC is DRB1_0802 with pseudo-sequence DRB1_0802. The binding affinity (normalized) is 0.934. (2) The peptide sequence is VKITDKNYEHIAAYH. The MHC is DRB1_1302 with pseudo-sequence DRB1_1302. The binding affinity (normalized) is 0.499. (3) The peptide sequence is YDIFLANVSTVLTGK. The MHC is DRB1_0405 with pseudo-sequence DRB1_0405. The binding affinity (normalized) is 0.681. (4) The peptide sequence is NALSVLDKIYTSPLC. The MHC is HLA-DPA10201-DPB10101 with pseudo-sequence HLA-DPA10201-DPB10101. The binding affinity (normalized) is 0.489. (5) The peptide sequence is DYFVLTSHTVMPLSA. The MHC is DRB1_1501 with pseudo-sequence DRB1_1501. The binding affinity (normalized) is 0.537. (6) The peptide sequence is LMSTRRVLEREQIPT. The MHC is DRB1_0405 with pseudo-sequence DRB1_0405. The binding affinity (normalized) is 0.247. (7) The peptide sequence is EKKYFAATQFWPLAA. The MHC is HLA-DQA10501-DQB10301 with pseudo-sequence HLA-DQA10501-DQB10301. The binding affinity (normalized) is 0.380. (8) The peptide sequence is RVFDKADGKSKRD. The MHC is DRB4_0101 with pseudo-sequence DRB4_0103. The binding affinity (normalized) is 0. (9) The peptide sequence is PCRAGFETNVSHNVQ. The MHC is HLA-DQA10102-DQB10602 with pseudo-sequence HLA-DQA10102-DQB10602. The binding affinity (normalized) is 0.342. (10) The peptide sequence is FRKYTAFTIPSINNE. The MHC is DRB1_0802 with pseudo-sequence DRB1_0802. The binding affinity (normalized) is 0.382.